From a dataset of HIV replication inhibition screening data with 41,000+ compounds from the AIDS Antiviral Screen. Binary Classification. Given a drug SMILES string, predict its activity (active/inactive) in a high-throughput screening assay against a specified biological target. (1) The molecule is O=C(c1ccccc1)N1CCN2CCN=C(c3ccccc3)C21c1ccccc1. The result is 0 (inactive). (2) The result is 0 (inactive). The compound is Cc1cn(C2CC(O)C(CNC(=O)N(O)C3CC(n4cc(C)c(=O)[nH]c4=O)OC3CO)O2)c(=O)[nH]c1=O. (3) The molecule is Nc1nc(Cl)c(C=NO)c(NCC2(CO)CCC2)n1. The result is 0 (inactive). (4) The drug is COC(=O)c1c(C)c2c(c(C)c1C(=O)OC)-c1c(C)ccc3ccc(C)c-2c13. The result is 0 (inactive). (5) The result is 0 (inactive). The molecule is CC(C)C(Cl)=NOC(=O)NNc1ccccc1. (6) The result is 0 (inactive). The molecule is CCN(CC)CCOC(=O)c1cc2ccccc2n1Cc1ccccc1.Cl. (7) The result is 0 (inactive). The drug is CCC1(O[N+](=O)[O-])CN([N+](=O)[O-])C1. (8) The compound is N#Cc1nc(-c2ccccn2)oc1N. The result is 0 (inactive). (9) The compound is COc1cc(OC)c(C=Cc2nccc3ccccc23)c(OC)c1. The result is 0 (inactive).